From a dataset of Reaction yield outcomes from USPTO patents with 853,638 reactions. Predict the reaction yield, written as a fraction of the theoretical maximum amount of product (1.0 means a 100% yield; for example, 0.34 means a 34% yield). (1) The reactants are [N:1]12[CH2:8][CH2:7][C:4]([C:9]([C:17]3[CH:22]=[CH:21][CH:20]=[CH:19][CH:18]=3)([C:11]3[CH:16]=[CH:15][CH:14]=[CH:13][CH:12]=3)[OH:10])([CH2:5][CH2:6]1)[CH2:3][CH2:2]2.[Br:23][CH3:24]. The catalyst is CC#N. The product is [Br-:23].[OH:10][C:9]([C:17]1[CH:22]=[CH:21][CH:20]=[CH:19][CH:18]=1)([C:11]1[CH:12]=[CH:13][CH:14]=[CH:15][CH:16]=1)[C:4]12[CH2:5][CH2:6][N+:1]([CH3:24])([CH2:2][CH2:3]1)[CH2:8][CH2:7]2. The yield is 0.880. (2) The reactants are [F:1][C:2]1[CH:7]=[CH:6][C:5]([N:8]2[C:13](=[O:14])[C:12]([CH2:15]Br)=[C:11]([C:17]3[CH:22]=[CH:21][C:20]([S:23]([CH3:26])(=[O:25])=[O:24])=[CH:19][CH:18]=3)[CH:10]=[N:9]2)=[CH:4][CH:3]=1.[Na+].[I-].[CH3:29][C:30]([SH:33])([CH3:32])[CH3:31]. The catalyst is CC(C)=O. The product is [F:1][C:2]1[CH:7]=[CH:6][C:5]([N:8]2[C:13](=[O:14])[C:12]([CH2:15][S:33][C:30]([CH3:32])([CH3:31])[CH3:29])=[C:11]([C:17]3[CH:22]=[CH:21][C:20]([S:23]([CH3:26])(=[O:25])=[O:24])=[CH:19][CH:18]=3)[CH:10]=[N:9]2)=[CH:4][CH:3]=1. The yield is 0.600. (3) The reactants are C([O:8][C:9](=[O:26])[CH2:10][CH2:11][C:12]#[C:13][C:14]1[N:18]([C:19]([O:21][C:22]([CH3:25])([CH3:24])[CH3:23])=[O:20])[CH:17]=[N:16][CH:15]=1)C1C=CC=CC=1.[H][H]. The catalyst is CO.[Pd]. The product is [C:22]([O:21][C:19]([N:18]1[C:14]([CH2:13][CH2:12][CH2:11][CH2:10][C:9]([OH:26])=[O:8])=[CH:15][N:16]=[CH:17]1)=[O:20])([CH3:25])([CH3:23])[CH3:24]. The yield is 0.990. (4) The yield is 0.900. The reactants are [NH2:1][CH2:2][C@@:3]1([OH:11])[CH:8]2[CH2:9][CH2:10][N:5]([CH2:6][CH2:7]2)[CH2:4]1.Cl.CCN(C(C)C)C(C)C.C([O-])([O-])=O.[Cs+].[Cs+].[O:28]1[C:32]2[CH:33]=[CH:34][CH:35]=[CH:36][C:31]=2[N:30]=[C:29]1[N:37]=[C:38](SC)SC. The product is [O:28]1[C:32]2[CH:33]=[CH:34][CH:35]=[CH:36][C:31]=2[N:30]=[C:29]1[NH:37][C:38]1[O:11][C@:3]2([CH2:2][N:1]=1)[CH:8]1[CH2:7][CH2:6][N:5]([CH2:10][CH2:9]1)[CH2:4]2. The catalyst is CN(C=O)C. (5) The reactants are Br[C:2]1[CH:3]=[C:4]2[C:8](=[CH:9][CH:10]=1)[C@H:7]([N:11]1[CH2:14][C:13]3([CH2:19][CH2:18][N:17]([C:20]([O:22][C:23]([CH3:26])([CH3:25])[CH3:24])=[O:21])[CH2:16][CH2:15]3)[CH2:12]1)[CH2:6][CH2:5]2.B1(B2OC(C)(C)C(C)(C)O2)OC(C)(C)C(C)(C)O1.C([O-])(=O)C.[K+].Cl[C:51]1[N:56]=[CH:55][CH:54]=[CH:53][N:52]=1.C([O-])([O-])=O.[K+].[K+]. The catalyst is C1C=CC(P(C2C=CC=CC=2)[C-]2C=CC=C2)=CC=1.C1C=CC(P(C2C=CC=CC=2)[C-]2C=CC=C2)=CC=1.Cl[Pd]Cl.[Fe+2].O1CCOCC1. The product is [N:52]1[CH:53]=[CH:54][CH:55]=[N:56][C:51]=1[C:2]1[CH:3]=[C:4]2[C:8](=[CH:9][CH:10]=1)[C@H:7]([N:11]1[CH2:14][C:13]3([CH2:15][CH2:16][N:17]([C:20]([O:22][C:23]([CH3:24])([CH3:26])[CH3:25])=[O:21])[CH2:18][CH2:19]3)[CH2:12]1)[CH2:6][CH2:5]2. The yield is 0.780. (6) The reactants are [Br:1][C:2]1[CH:3]=[C:4]([N+:11]([O-:13])=[O:12])[C:5]([CH2:9]Br)=[C:6]([F:8])[CH:7]=1.C[N+]1([O-])CC[O:18]CC1. The catalyst is CC#N.C(OCC)(=O)C. The product is [Br:1][C:2]1[CH:3]=[C:4]([N+:11]([O-:13])=[O:12])[C:5]([CH:9]=[O:18])=[C:6]([F:8])[CH:7]=1. The yield is 0.670.